From a dataset of NCI-60 drug combinations with 297,098 pairs across 59 cell lines. Regression. Given two drug SMILES strings and cell line genomic features, predict the synergy score measuring deviation from expected non-interaction effect. Drug 1: C1=CC(=CC=C1CCCC(=O)O)N(CCCl)CCCl. Drug 2: C1CN(P(=O)(OC1)NCCCl)CCCl. Cell line: NCIH23. Synergy scores: CSS=42.9, Synergy_ZIP=-2.57, Synergy_Bliss=-6.63, Synergy_Loewe=-26.1, Synergy_HSA=-6.73.